This data is from Forward reaction prediction with 1.9M reactions from USPTO patents (1976-2016). The task is: Predict the product of the given reaction. Given the reactants [Cl:1][C:2]1[N:3]=[N:4][C:5](Cl)=[CH:6][CH:7]=1.Cl.[NH:10]([C:12](N)=[O:13])[NH2:11], predict the reaction product. The product is: [Cl:1][C:2]1[CH:7]=[CH:6][C:5]2[N:4]([C:12]([OH:13])=[N:10][N:11]=2)[N:3]=1.